This data is from Forward reaction prediction with 1.9M reactions from USPTO patents (1976-2016). The task is: Predict the product of the given reaction. (1) Given the reactants Cl[C:2]1[C:11]2[CH2:10][CH2:9][C:8]([CH3:13])([CH3:12])[CH2:7][C:6]=2[N:5]=[C:4]([NH2:14])[N:3]=1.[CH3:15][N:16]([CH:24]1[CH2:28][CH2:27][NH:26][CH2:25]1)C(=O)OC(C)(C)C.C(N(CC)CC)C.C(O)(C(F)(F)F)=O, predict the reaction product. The product is: [CH3:12][C:8]1([CH3:13])[CH2:7][C:6]2[N:5]=[C:4]([NH2:14])[N:3]=[C:2]([N:26]3[CH2:27][CH2:28][CH:24]([NH:16][CH3:15])[CH2:25]3)[C:11]=2[CH2:10][CH2:9]1. (2) Given the reactants [Br:1][C:2]1[N:6]([CH3:7])[N:5]=[CH:4][C:3]=1[C:8]([OH:10])=O.C(Cl)(=O)C(Cl)=O.CN(C)C=O.[NH2:22][C:23]1[C:24]([F:48])=[CH:25][C:26]([Cl:47])=[C:27]([CH:46]=1)[O:28][C:29]1[CH:43]=[CH:42][C:32]2[N:33]=[C:34]([NH:36][C:37]([CH:39]3[CH2:41][CH2:40]3)=[O:38])[S:35][C:31]=2[C:30]=1[C:44]#[N:45], predict the reaction product. The product is: [Br:1][C:2]1[N:6]([CH3:7])[N:5]=[CH:4][C:3]=1[C:8]([NH:22][C:23]1[CH:46]=[C:27]([O:28][C:29]2[CH:43]=[CH:42][C:32]3[N:33]=[C:34]([NH:36][C:37]([CH:39]4[CH2:41][CH2:40]4)=[O:38])[S:35][C:31]=3[C:30]=2[C:44]#[N:45])[C:26]([Cl:47])=[CH:25][C:24]=1[F:48])=[O:10]. (3) The product is: [CH3:1][S:2]([O-:5])(=[O:4])=[O:3].[CH2:6]([O:13][C:14](=[O:30])[CH2:15][C@@H:16]([NH:22][C:23]([O:25][C:26]([CH3:28])([CH3:27])[CH3:29])=[O:24])[CH2:17][N+:18]([CH3:21])([CH3:20])[CH3:19])[C:7]1[CH:8]=[CH:9][CH:10]=[CH:11][CH:12]=1. Given the reactants [CH3:1][S:2]([O-:5])(=[O:4])=[O:3].[CH2:6]([O:13][C:14](=[O:30])[CH2:15][C@@H:16]([NH:22][C:23]([O:25][C:26]([CH3:29])([CH3:28])[CH3:27])=[O:24])[CH2:17][N+:18]([CH3:21])([CH3:20])[CH3:19])[C:7]1[CH:12]=[CH:11][CH:10]=[CH:9][CH:8]=1.CS([O-])(=O)=O.N[C@H](CC(OCC1C=CC=CC=1)=O)C[N+](C)(C)C.FC(F)(F)C(O)=O, predict the reaction product. (4) Given the reactants C(OC([N:8]=[C:9]([NH:32]C(=O)OC(C)(C)C)[N:10]1[CH2:17][CH:16]2[CH:12]([CH2:13][N:14]([C:18](=[O:31])[C:19]3[C:24]([N:25]4[N:29]=[CH:28][CH:27]=[N:26]4)=[CH:23][CH:22]=[CH:21][C:20]=3[F:30])[CH2:15]2)[CH2:11]1)=O)(C)(C)C.C(O)(C(F)(F)F)=O, predict the reaction product. The product is: [F:30][C:20]1[CH:21]=[CH:22][CH:23]=[C:24]([N:25]2[N:29]=[CH:28][CH:27]=[N:26]2)[C:19]=1[C:18]([N:14]1[CH2:15][CH:16]2[CH2:17][N:10]([C:9](=[NH:8])[NH2:32])[CH2:11][CH:12]2[CH2:13]1)=[O:31]. (5) Given the reactants C[Si](C)(C)[N-][Si](C)(C)C.[Li+].[CH2:11]([O:13][C:14](=[O:23])[CH2:15][C:16]1[CH:21]=[CH:20][C:19]([Br:22])=[CH:18][CH:17]=1)[CH3:12].Br[CH2:25][CH2:26][CH2:27]Br.[Cl-].[NH4+], predict the reaction product. The product is: [Br:22][C:19]1[CH:20]=[CH:21][C:16]([C:15]2([C:14]([O:13][CH2:11][CH3:12])=[O:23])[CH2:27][CH2:26][CH2:25]2)=[CH:17][CH:18]=1. (6) Given the reactants [O:1]=[C:2]1[C:11]2[C:6](=[CH:7][CH:8]=[CH:9][CH:10]=2)[CH:5]=[C:4]([C:12]([O:14][CH3:15])=[O:13])[NH:3]1.[CH2:16](Br)[C:17]1[CH:22]=[CH:21][CH:20]=[CH:19][CH:18]=1, predict the reaction product. The product is: [CH2:16]([O:1][C:2]1[C:11]2[C:6](=[CH:7][CH:8]=[CH:9][CH:10]=2)[CH:5]=[C:4]([C:12]([O:14][CH3:15])=[O:13])[N:3]=1)[C:17]1[CH:22]=[CH:21][CH:20]=[CH:19][CH:18]=1.